Predict the product of the given reaction. From a dataset of Forward reaction prediction with 1.9M reactions from USPTO patents (1976-2016). (1) Given the reactants C(O)(=O)C=C.C(O)(=O)CC.[C:11]1(=O)O[C:14](=[O:15])[CH:13]=[CH:12]1.[CH:28]1[C:27]2N[C:29]3[C:24](=CC=[CH:27][CH:28]=3)SC=2C=[CH:24][CH:29]=1.C(OCCCC)(=O)C=C, predict the reaction product. The product is: [CH2:14]([O:15][CH2:27][CH2:28][CH2:29][CH3:24])[CH2:13][CH2:12][CH3:11]. (2) Given the reactants [OH:1][C:2]1[C:3]([C:11]([OH:13])=[O:12])=[N:4][C:5](Br)=[CH:6][C:7]=1[O:8][CH3:9].OS(O)(=O)=O, predict the reaction product. The product is: [OH:1][C:2]1[C:3]([C:11]([OH:13])=[O:12])=[N:4][CH:5]=[CH:6][C:7]=1[O:8][CH3:9]. (3) Given the reactants [CH3:1][C:2]1[C:3]([O:10][C@@H:11]2[CH2:16][CH2:15][C@@H:14]([CH3:17])[NH:13][CH2:12]2)=[N:4][CH:5]=[CH:6][C:7]=1[C:8]#[N:9].[CH3:18][O:19][C:20]1[N:25]=[C:24]([N:26]2[N:30]=[CH:29][CH:28]=[N:27]2)[C:23]([C:31](O)=[O:32])=[CH:22][CH:21]=1.ON1C2N=CC=CC=2N=N1.C(Cl)CCl.CCN(C(C)C)C(C)C.C([O-])(O)=O.[Na+], predict the reaction product. The product is: [CH3:18][O:19][C:20]1[N:25]=[C:24]([N:26]2[N:27]=[CH:28][CH:29]=[N:30]2)[C:23]([C:31]([N:13]2[C@H:14]([CH3:17])[CH2:15][CH2:16][C@@H:11]([O:10][C:3]3[C:2]([CH3:1])=[C:7]([C:8]#[N:9])[CH:6]=[CH:5][N:4]=3)[CH2:12]2)=[O:32])=[CH:22][CH:21]=1. (4) Given the reactants C(N[C:6]([C@:8]1([N:25]([C@H](C2C=CC=CC=2)C)C(=O)C)[CH2:12][CH2:11][CH2:10][C@@H:9]1[CH2:13][CH2:14][CH2:15][B:16]1[O:20]C(C)(C)C(C)(C)[O:17]1)=[O:7])(C)(C)C.N.[Li].[O:39]1CCCC1, predict the reaction product. The product is: [NH2:25][C@@:8]1([C:6]([OH:7])=[O:39])[CH2:12][CH2:11][CH2:10][C@@H:9]1[CH2:13][CH2:14][CH2:15][B:16]([OH:20])[OH:17]. (5) Given the reactants O=C1C2C(=CC=CC=2)C(=O)N1C[C@@H](NC(=O)OC(C)(C)C)CC1C=CC(C2N=C3C(C(O)C)=CC=CN3C=2)=CC=1.Cl.O1CCOCC1.C([N:51]([CH2:55][CH3:56])C(C)C)(C)C.Cl[C:58]1[CH:59]=[C:60]([CH:75]=C[C:77]=1[O:78][CH:79]([CH3:81])[CH3:80])[C:61]([O:63][C:64]1C(F)=C(F)C(F)=C(F)C=1F)=[O:62], predict the reaction product. The product is: [C:55]([C:56]1[CH:75]=[C:60]([CH:59]=[CH:58][C:77]=1[O:78][CH:79]([CH3:81])[CH3:80])[C:61]([O:63][CH3:64])=[O:62])#[N:51]. (6) Given the reactants [Cl:1][C:2]1[CH:7]=[CH:6][C:5]([N:8]2[CH:12]=[C:11]([C:13]([O:15]CC)=[O:14])[N:10]=[C:9]2[C:18]2[CH:23]=[CH:22][C:21]([Cl:24])=[CH:20][C:19]=2[Cl:25])=[CH:4][CH:3]=1.[OH-].[K+], predict the reaction product. The product is: [Cl:1][C:2]1[CH:3]=[CH:4][C:5]([N:8]2[CH2:12][C:11]([C:13]([OH:15])=[O:14])=[N:10][CH:9]2[C:18]2[CH:23]=[CH:22][C:21]([Cl:24])=[CH:20][C:19]=2[Cl:25])=[CH:6][CH:7]=1. (7) Given the reactants [Cl:1][C:2]1[CH:3]=[C:4]([CH2:8][C:9]#[N:10])[CH:5]=[CH:6][CH:7]=1.Br[CH2:12][CH2:13]Br, predict the reaction product. The product is: [Cl:1][C:2]1[CH:3]=[C:4]([C:8]2([C:9]#[N:10])[CH2:13][CH2:12]2)[CH:5]=[CH:6][CH:7]=1. (8) Given the reactants [CH2:1]([Zn]CC)C.[Br:6][C:7]1[CH:12]=[CH:11][C:10]([O:13][CH:14]=[CH2:15])=[CH:9][CH:8]=1.ClCI.ClC(Cl)C, predict the reaction product. The product is: [Br:6][C:7]1[CH:12]=[CH:11][C:10]([O:13][CH:14]2[CH2:1][CH2:15]2)=[CH:9][CH:8]=1.